The task is: Binary Classification. Given a miRNA mature sequence and a target amino acid sequence, predict their likelihood of interaction.. This data is from Experimentally validated miRNA-target interactions with 360,000+ pairs, plus equal number of negative samples. The miRNA is mmu-miR-876-5p with sequence UGGAUUUCUCUGUGAAUCACUA. The protein sequence of the target gene is MDNKAMYLHTVSDRDNGSIFEEPFDGRSLSKLNLCEDGPCHKRRAGGCCTQLGSLSALKHAVLGLYLLVFLILVGIFILAVSRPRSSPDDLKALTRNVNRLNESLRDMQLRLLQAPLQADLTEQVWKVQDALQNQTDSLLALAGLVQRLEGTLWGLHAQAAQTEQAMALLRDRTGQQSDSAQLELYQLQVESNRSQLLLQRHAGLLDGLARRVGVLGEELADVGGALRGLNHSLSYDVALHSTWLQDLQVLVSNASADTRRMRLVHMDMEMQLKQELATLNVVTEDLRLKDWEHSIALRN.... Result: 0 (no interaction).